Dataset: Full USPTO retrosynthesis dataset with 1.9M reactions from patents (1976-2016). Task: Predict the reactants needed to synthesize the given product. The reactants are: [Cl:1][C:2]1[C:7]2[CH:8]=[C:9]([C:11]([O:13][CH3:14])=[O:12])[O:10][C:6]=2[CH:5]=[CH:4][C:3]=1[O:15][CH3:16].[N+:17]([O-])([OH:19])=[O:18]. Given the product [Cl:1][C:2]1[C:7]2[CH:8]=[C:9]([C:11]([O:13][CH3:14])=[O:12])[O:10][C:6]=2[CH:5]=[C:4]([N+:17]([O-:19])=[O:18])[C:3]=1[O:15][CH3:16], predict the reactants needed to synthesize it.